Dataset: Full USPTO retrosynthesis dataset with 1.9M reactions from patents (1976-2016). Task: Predict the reactants needed to synthesize the given product. Given the product [C:16]([C:14]1[CH:13]=[CH:12][C:10]2[NH:11][C:7]([C:2]([C:18]3[C:26]([O:27][CH3:28])=[CH:25][C:24]([CH3:29])=[C:23]4[C:19]=3[CH:20]=[CH:21][N:22]4[C:30]([O:32][C:33]([CH3:36])([CH3:35])[CH3:34])=[O:31])([NH:1][CH2:37][CH2:38][OH:39])[C:3]([F:6])([F:5])[F:4])=[N:8][C:9]=2[CH:15]=1)#[N:17], predict the reactants needed to synthesize it. The reactants are: [NH2:1][C:2]([C:18]1[C:26]([O:27][CH3:28])=[CH:25][C:24]([CH3:29])=[C:23]2[C:19]=1[CH:20]=[CH:21][N:22]2[C:30]([O:32][C:33]([CH3:36])([CH3:35])[CH3:34])=[O:31])([C:7]1[NH:11][C:10]2[CH:12]=[CH:13][C:14]([C:16]#[N:17])=[CH:15][C:9]=2[N:8]=1)[C:3]([F:6])([F:5])[F:4].[C:37](OCC)(=O)[CH:38]=[O:39].CO.[BH4-].[Na+].